This data is from Forward reaction prediction with 1.9M reactions from USPTO patents (1976-2016). The task is: Predict the product of the given reaction. Given the reactants C[N:2](C)[CH:3]=[N:4][C:5]([C:7]1[C:12]([S:13][C:14]2[CH:19]=[CH:18][CH:17]=[CH:16][CH:15]=2)=[CH:11][C:10](=[O:20])[N:9]([C:21]2[CH:26]=[CH:25][CH:24]=[CH:23][CH:22]=2)[N:8]=1)=O.O=C1N(C2C=CC=CC=2)[N:33]=C(C(N)=O)C(SC2C=CC=CC=2)=C1.COC(OC)N(C)C, predict the reaction product. The product is: [C:21]1([N:9]2[C:10](=[O:20])[CH:11]=[C:12]([S:13][C:14]3[CH:15]=[CH:16][CH:17]=[CH:18][CH:19]=3)[C:7]([C:5]3[N:4]=[CH:3][NH:2][N:33]=3)=[N:8]2)[CH:26]=[CH:25][CH:24]=[CH:23][CH:22]=1.